From a dataset of Forward reaction prediction with 1.9M reactions from USPTO patents (1976-2016). Predict the product of the given reaction. Given the reactants Cl[C:2]1[N:7]=[CH:6][C:5]([CH:8]([C:14]([O:16][CH2:17][CH3:18])=[O:15])[C:9]([O:11][CH2:12][CH3:13])=[O:10])=[CH:4][C:3]=1[CH3:19].[CH3:20][C:21]1[CH:26]=[C:25]([Sn](CCCC)(CCCC)CCCC)[CH:24]=[CH:23][N:22]=1.CN(C=O)C.[F-].[K+], predict the reaction product. The product is: [CH3:20][C:21]1[CH:26]=[C:25]([C:2]2[C:3]([CH3:19])=[CH:4][C:5]([CH:8]([C:14]([O:16][CH2:17][CH3:18])=[O:15])[C:9]([O:11][CH2:12][CH3:13])=[O:10])=[CH:6][N:7]=2)[CH:24]=[CH:23][N:22]=1.